Dataset: Catalyst prediction with 721,799 reactions and 888 catalyst types from USPTO. Task: Predict which catalyst facilitates the given reaction. Reactant: [F:1][C:2]1[CH:3]=[C:4]([NH:8][C:9]([C:11]2[NH:12][C:13]([C:16]([C:18]3[C:19](Cl)=[N:20][CH:21]=[CH:22][CH:23]=3)=O)=[CH:14][CH:15]=2)=[O:10])[CH:5]=[CH:6][CH:7]=1.O.[NH2:26][NH2:27]. Product: [F:1][C:2]1[CH:3]=[C:4]([NH:8][C:9]([C:11]2[NH:12][C:13]([C:16]3[C:18]4[C:19](=[N:20][CH:21]=[CH:22][CH:23]=4)[NH:27][N:26]=3)=[CH:14][CH:15]=2)=[O:10])[CH:5]=[CH:6][CH:7]=1. The catalyst class is: 8.